Dataset: Full USPTO retrosynthesis dataset with 1.9M reactions from patents (1976-2016). Task: Predict the reactants needed to synthesize the given product. (1) The reactants are: [CH2:1]([O:8][C@H:9]1[C@H:14]([O:15][CH2:16][C:17]2[CH:22]=[CH:21][CH:20]=[CH:19][CH:18]=2)[C@@H:13]([O:23][CH2:24][C:25]2[CH:30]=[CH:29][CH:28]=[CH:27][CH:26]=2)[C@@:12]([C:33]2[CH:38]=[CH:37][C:36]([Cl:39])=[C:35]([CH2:40][C:41]3[CH:46]=[CH:45][C:44]([O:47][CH3:48])=[C:43]([F:49])[C:42]=3[F:50])[CH:34]=2)([O:31][CH3:32])[O:11][C@@H:10]1[CH2:51][O:52][Si](C)(C)C)[C:2]1[CH:7]=[CH:6][CH:5]=[CH:4][CH:3]=1.C(Cl)(=O)C. Given the product [CH2:1]([O:8][C@H:9]1[C@H:14]([O:15][CH2:16][C:17]2[CH:18]=[CH:19][CH:20]=[CH:21][CH:22]=2)[C@@H:13]([O:23][CH2:24][C:25]2[CH:30]=[CH:29][CH:28]=[CH:27][CH:26]=2)[C@@:12]([C:33]2[CH:38]=[CH:37][C:36]([Cl:39])=[C:35]([CH2:40][C:41]3[CH:46]=[CH:45][C:44]([O:47][CH3:48])=[C:43]([F:49])[C:42]=3[F:50])[CH:34]=2)([O:31][CH3:32])[O:11][C@@H:10]1[CH2:51][OH:52])[C:2]1[CH:7]=[CH:6][CH:5]=[CH:4][CH:3]=1, predict the reactants needed to synthesize it. (2) Given the product [NH2:7][CH2:8][C:9]1[CH:14]=[C:13]([N:15]([CH2:17][CH2:18][O:19][CH3:20])[CH3:16])[CH:12]=[C:11]([Cl:21])[C:10]=1[F:22], predict the reactants needed to synthesize it. The reactants are: C(OC(=O)[NH:7][CH2:8][C:9]1[CH:14]=[C:13]([N:15]([CH2:17][CH2:18][O:19][CH3:20])[CH3:16])[CH:12]=[C:11]([Cl:21])[C:10]=1[F:22])(C)(C)C.Cl. (3) Given the product [CH:1]1([C:4]([NH:6][C:7]2[S:8][C:9]3[CH:15]=[C:14]([O:16][S:17]([C:20]4[CH:25]=[CH:24][C:23]([NH:32][CH:27]5[CH2:31][CH2:30][CH2:29][CH2:28]5)=[CH:22][CH:21]=4)(=[O:19])=[O:18])[CH:13]=[CH:12][C:10]=3[N:11]=2)=[O:5])[CH2:3][CH2:2]1, predict the reactants needed to synthesize it. The reactants are: [CH:1]1([C:4]([NH:6][C:7]2[S:8][C:9]3[CH:15]=[C:14]([O:16][S:17]([C:20]4[CH:25]=[CH:24][C:23](F)=[CH:22][CH:21]=4)(=[O:19])=[O:18])[CH:13]=[CH:12][C:10]=3[N:11]=2)=[O:5])[CH2:3][CH2:2]1.[CH:27]1([NH2:32])[CH2:31][CH2:30][CH2:29][CH2:28]1. (4) Given the product [C:20]([OH:22])(=[O:21])[CH2:9][CH2:10][CH2:11][CH2:19][CH2:18][CH2:17][CH3:16].[NH2:8][C@H:9]([C:20]([OH:22])=[O:21])[CH2:10][C:11]1[C:19]2[C:14](=[CH:15][CH:16]=[CH:17][CH:18]=2)[NH:13][CH:12]=1, predict the reactants needed to synthesize it. The reactants are: Cl.C(O)(=O)CCC.[NH2:8][C@H:9]([C:20]([OH:22])=[O:21])[CH2:10][C:11]1[C:19]2[C:14](=[CH:15][CH:16]=[CH:17][CH:18]=2)[NH:13][CH:12]=1.C(N(CC)CC)C. (5) Given the product [Cl:16][C:17]1[CH:24]=[CH:23][C:20]([CH2:21][N:7]2[C:2](=[O:1])[CH:3]=[CH:4][CH:5]=[C:6]2[C:8]([O:10][CH3:11])=[O:9])=[CH:19][CH:18]=1.[Cl:16][C:17]1[CH:24]=[CH:23][C:20]([CH2:21][O:1][C:2]2[N:7]=[C:6]([C:8]([O:10][CH3:11])=[O:9])[CH:5]=[CH:4][CH:3]=2)=[CH:19][CH:18]=1, predict the reactants needed to synthesize it. The reactants are: [OH:1][C:2]1[N:7]=[C:6]([C:8]([O:10][CH3:11])=[O:9])[CH:5]=[CH:4][CH:3]=1.[H-].[Na+].[Br-].[Li+].[Cl:16][C:17]1[CH:24]=[CH:23][C:20]([CH2:21]Br)=[CH:19][CH:18]=1.